This data is from NCI-60 drug combinations with 297,098 pairs across 59 cell lines. The task is: Regression. Given two drug SMILES strings and cell line genomic features, predict the synergy score measuring deviation from expected non-interaction effect. (1) Drug 1: C1CN1P(=S)(N2CC2)N3CC3. Drug 2: C1CN(CCN1C(=O)CCBr)C(=O)CCBr. Cell line: MCF7. Synergy scores: CSS=19.3, Synergy_ZIP=-7.96, Synergy_Bliss=-4.96, Synergy_Loewe=-0.686, Synergy_HSA=-0.114. (2) Drug 1: C1=CC(=C2C(=C1NCCNCCO)C(=O)C3=C(C=CC(=C3C2=O)O)O)NCCNCCO. Drug 2: CCN(CC)CCNC(=O)C1=C(NC(=C1C)C=C2C3=C(C=CC(=C3)F)NC2=O)C. Cell line: HT29. Synergy scores: CSS=46.5, Synergy_ZIP=11.1, Synergy_Bliss=10.8, Synergy_Loewe=-0.113, Synergy_HSA=10.5. (3) Drug 1: COC1=C2C(=CC3=C1OC=C3)C=CC(=O)O2. Drug 2: C(CCl)NC(=O)N(CCCl)N=O. Cell line: A549. Synergy scores: CSS=5.99, Synergy_ZIP=-1.94, Synergy_Bliss=1.60, Synergy_Loewe=1.65, Synergy_HSA=2.05. (4) Drug 1: CC(C1=C(C=CC(=C1Cl)F)Cl)OC2=C(N=CC(=C2)C3=CN(N=C3)C4CCNCC4)N. Drug 2: C1C(C(OC1N2C=NC(=NC2=O)N)CO)O. Cell line: SR. Synergy scores: CSS=83.5, Synergy_ZIP=9.33, Synergy_Bliss=6.89, Synergy_Loewe=4.84, Synergy_HSA=7.25. (5) Drug 1: CS(=O)(=O)CCNCC1=CC=C(O1)C2=CC3=C(C=C2)N=CN=C3NC4=CC(=C(C=C4)OCC5=CC(=CC=C5)F)Cl. Drug 2: C(CC(=O)O)C(=O)CN.Cl. Cell line: U251. Synergy scores: CSS=7.49, Synergy_ZIP=-1.33, Synergy_Bliss=-1.49, Synergy_Loewe=0.466, Synergy_HSA=-0.783. (6) Drug 1: COC1=CC(=CC(=C1O)OC)C2C3C(COC3=O)C(C4=CC5=C(C=C24)OCO5)OC6C(C(C7C(O6)COC(O7)C8=CC=CS8)O)O. Drug 2: CCN(CC)CCCC(C)NC1=C2C=C(C=CC2=NC3=C1C=CC(=C3)Cl)OC. Cell line: M14. Synergy scores: CSS=32.4, Synergy_ZIP=-10.8, Synergy_Bliss=-7.79, Synergy_Loewe=-8.07, Synergy_HSA=-7.56. (7) Drug 2: CC1CCC2CC(C(=CC=CC=CC(CC(C(=O)C(C(C(=CC(C(=O)CC(OC(=O)C3CCCCN3C(=O)C(=O)C1(O2)O)C(C)CC4CCC(C(C4)OC)O)C)C)O)OC)C)C)C)OC. Synergy scores: CSS=10.6, Synergy_ZIP=-12.9, Synergy_Bliss=-13.0, Synergy_Loewe=-19.2, Synergy_HSA=-11.1. Drug 1: C1=CC(=CC=C1CC(C(=O)O)N)N(CCCl)CCCl.Cl. Cell line: UO-31. (8) Drug 1: CC1=CC=C(C=C1)C2=CC(=NN2C3=CC=C(C=C3)S(=O)(=O)N)C(F)(F)F. Drug 2: CC(C)NC(=O)C1=CC=C(C=C1)CNNC.Cl. Cell line: M14. Synergy scores: CSS=-2.44, Synergy_ZIP=-2.37, Synergy_Bliss=-10.3, Synergy_Loewe=-9.05, Synergy_HSA=-9.32. (9) Drug 1: CC(C)NC(=O)C1=CC=C(C=C1)CNNC.Cl. Drug 2: C(CN)CNCCSP(=O)(O)O. Cell line: PC-3. Synergy scores: CSS=11.9, Synergy_ZIP=2.84, Synergy_Bliss=4.74, Synergy_Loewe=8.96, Synergy_HSA=5.38.